From a dataset of Full USPTO retrosynthesis dataset with 1.9M reactions from patents (1976-2016). Predict the reactants needed to synthesize the given product. (1) Given the product [CH2:1]([O:3][C:4](=[O:25])[N:5]([C:14]1[CH:19]=[C:18]([CH:26]=[CH2:27])[N:17]=[C:16]([NH2:21])[C:15]=1[N+:22]([O-:24])=[O:23])[CH2:6][C:7]1[CH:8]=[N:9][C:10]([CH3:13])=[CH:11][CH:12]=1)[CH3:2], predict the reactants needed to synthesize it. The reactants are: [CH2:1]([O:3][C:4](=[O:25])[N:5]([C:14]1[CH:19]=[C:18](Cl)[N:17]=[C:16]([NH2:21])[C:15]=1[N+:22]([O-:24])=[O:23])[CH2:6][C:7]1[CH:8]=[N:9][C:10]([CH3:13])=[CH:11][CH:12]=1)[CH3:2].[CH:26]([B-](F)(F)F)=[CH2:27].[K+].C(Cl)Cl.C(N(CC)CC)C. (2) The reactants are: [CH3:1][C:2]1[N:7]=[C:6]([C:8]2[N:9]=[C:10]([C:17]3[CH:18]=[N:19][CH:20]=[C:21]([C:23]#[C:24][Si](C)(C)C)[CH:22]=3)[C:11]3[CH:16]=[CH:15][NH:14][C:12]=3[N:13]=2)[CH:5]=[CH:4][CH:3]=1.CCCC[N+](CCCC)(CCCC)CCCC.[F-]. Given the product [C:23]([C:21]1[CH:22]=[C:17]([C:10]2[C:11]3[CH:16]=[CH:15][NH:14][C:12]=3[N:13]=[C:8]([C:6]3[CH:5]=[CH:4][CH:3]=[C:2]([CH3:1])[N:7]=3)[N:9]=2)[CH:18]=[N:19][CH:20]=1)#[CH:24], predict the reactants needed to synthesize it.